Dataset: HIV replication inhibition screening data with 41,000+ compounds from the AIDS Antiviral Screen. Task: Binary Classification. Given a drug SMILES string, predict its activity (active/inactive) in a high-throughput screening assay against a specified biological target. (1) The drug is CC(C)=CCN1Cc2c(F)ccc3[nH]c(=S)n(c23)CC1C. The result is 1 (active). (2) The molecule is CCCCC=C(C(O)C1(C)OC(=O)N2CCCC21)[Si](C)(C)C. The result is 0 (inactive). (3) The molecule is [Cl-].c1ccc(COc2cccc3ccc[n+](Cc4ccccc4)c23)cc1. The result is 0 (inactive). (4) The drug is CC(=O)NS(=O)(=O)c1ccc(NC(=O)c2ccccc2SC(C)=O)cc1. The result is 1 (active). (5) The molecule is Cc1cc(N=Nc2ccc(-c3ccc(N=Nc4ccc(O)c(C(=O)O)c4)cc3)cc2)c(C)cc1N. The result is 0 (inactive). (6) The drug is O=C(O)CNS(=O)(=O)c1ccc(NC(=O)c2cccc([N+](=O)[O-])c2)cc1. The result is 0 (inactive). (7) The molecule is CCC(=O)CCCC=C(c1cc(Cl)c(OC)c(C(=O)OC)c1)c1cc(Cl)c(OC)c(C(=O)OC)c1. The result is 1 (active). (8) The drug is CNC(=O)ON=Cc1cccc(C=NOC(=O)NC)c1. The result is 0 (inactive).